This data is from Catalyst prediction with 721,799 reactions and 888 catalyst types from USPTO. The task is: Predict which catalyst facilitates the given reaction. (1) Reactant: [C:1]1([C@@H:7]([NH:9][C@H:10]2[CH2:15][CH2:14][N:13]([C:16]([O:18][C:19]([CH3:22])([CH3:21])[CH3:20])=[O:17])[CH2:12][C@H:11]2[C:23](OC)=[O:24])[CH3:8])[CH:6]=[CH:5][CH:4]=[CH:3][CH:2]=1.[H-].[H-].[H-].[H-].[Li+].[Al+3]. Product: [OH:24][CH2:23][C@H:11]1[C@@H:10]([NH:9][C@H:7]([C:1]2[CH:2]=[CH:3][CH:4]=[CH:5][CH:6]=2)[CH3:8])[CH2:15][CH2:14][N:13]([C:16]([O:18][C:19]([CH3:20])([CH3:22])[CH3:21])=[O:17])[CH2:12]1. The catalyst class is: 28. (2) Reactant: [N+:1]([C:4]1[CH:9]=[CH:8][C:7]([NH:10][C:11]2[S:12][CH:13]=[CH:14][N:15]=2)=[CH:6][CH:5]=1)([O-])=O. Product: [S:12]1[CH:13]=[CH:14][N:15]=[C:11]1[NH:10][C:7]1[CH:6]=[CH:5][C:4]([NH2:1])=[CH:9][CH:8]=1. The catalyst class is: 19. (3) Reactant: [CH:1]1([CH2:4][O:5][C:6]2[CH:11]=[C:10]([O:12][CH2:13][CH2:14][O:15][CH3:16])[CH:9]=[CH:8][C:7]=2/[CH:17]=[CH:18]/[C:19]([NH:21][S:22]([CH2:25][CH2:26][CH2:27][CH2:28][CH3:29])(=[O:24])=[O:23])=[O:20])[CH2:3][CH2:2]1. Product: [CH:1]1([CH2:4][O:5][C:6]2[CH:11]=[C:10]([O:12][CH2:13][CH2:14][O:15][CH3:16])[CH:9]=[CH:8][C:7]=2[CH2:17][CH2:18][C:19]([NH:21][S:22]([CH2:25][CH2:26][CH2:27][CH2:28][CH3:29])(=[O:24])=[O:23])=[O:20])[CH2:2][CH2:3]1. The catalyst class is: 129. (4) Reactant: [CH2:1]([N:8]1[C:17]2[C:12](=[CH:13][CH:14]=[CH:15][CH:16]=2)[C:11]([CH3:24])([C:18]2[CH:23]=[CH:22][CH:21]=[CH:20][CH:19]=2)[NH:10][C:9]1=[O:25])[C:2]1[CH:7]=[CH:6][CH:5]=[CH:4][CH:3]=1.[H-].[Na+].[CH3:28]I.[NH4+].[Cl-]. Product: [CH2:1]([N:8]1[C:17]2[C:12](=[CH:13][CH:14]=[CH:15][CH:16]=2)[C:11]([CH3:24])([C:18]2[CH:19]=[CH:20][CH:21]=[CH:22][CH:23]=2)[N:10]([CH3:28])[C:9]1=[O:25])[C:2]1[CH:3]=[CH:4][CH:5]=[CH:6][CH:7]=1. The catalyst class is: 3. (5) Reactant: [O:1]1[CH2:6][CH2:5][N:4]([C:7]2[C:8]([C:21]3[CH:26]=[CH:25][CH:24]=[CH:23][CH:22]=3)=[N:9][C:10]3[C:15]([N:16]=2)=[CH:14][C:13]([C:17]([O:19]C)=[O:18])=[CH:12][CH:11]=3)[CH2:3][CH2:2]1.[OH-].[Na+].Cl. Product: [O:1]1[CH2:2][CH2:3][N:4]([C:7]2[C:8]([C:21]3[CH:22]=[CH:23][CH:24]=[CH:25][CH:26]=3)=[N:9][C:10]3[C:15]([N:16]=2)=[CH:14][C:13]([C:17]([OH:19])=[O:18])=[CH:12][CH:11]=3)[CH2:5][CH2:6]1. The catalyst class is: 24. (6) Reactant: [CH2:1]1COCC1.[CH2:6]([CH:13]([NH:17][C:18](=[O:35])/[CH:19]=[CH:20]/[C:21]1[CH:26]=[CH:25][C:24]([N:27]2[CH:31]=[C:30]([CH3:32])[N:29]=[CH:28]2)=[C:23]([O:33][CH3:34])[CH:22]=1)[C:14](=[O:16])[CH3:15])[C:7]1[CH:12]=[CH:11][CH:10]=[CH:9][CH:8]=1.C[Mg]Cl.O. Product: [CH2:6]([CH:13]([NH:17][C:18](=[O:35])/[CH:19]=[CH:20]/[C:21]1[CH:26]=[CH:25][C:24]([N:27]2[CH:31]=[C:30]([CH3:32])[N:29]=[CH:28]2)=[C:23]([O:33][CH3:34])[CH:22]=1)[C:14]([OH:16])([CH3:1])[CH3:15])[C:7]1[CH:8]=[CH:9][CH:10]=[CH:11][CH:12]=1. The catalyst class is: 13. (7) Reactant: Cl.[NH2:2][C@@H:3]1[C:17](=[O:18])[N:16]2[CH2:19][C@H:20]([O:22][C:23]3[C:32]4[C:27](=[C:28]([Cl:35])[C:29]([O:33][CH3:34])=[CH:30][CH:31]=4)[N:26]=[C:25]([C:36]4[S:37][CH:38]=[C:39]([CH:41]5[CH2:43][CH2:42]5)[N:40]=4)[CH:24]=3)[CH2:21][C@H:15]2[C:14](=[O:44])[NH:13][C@:12]2([C:46]([NH:48][S:49]([CH:52]3[CH2:54][CH2:53]3)(=[O:51])=[O:50])=[O:47])[CH2:45][C@H:11]2[CH:10]=[CH:9][CH2:8][CH2:7][CH2:6][CH2:5][CH2:4]1.[CH2:55]([N:57]([CH2:61][CH3:62])[C:58](Cl)=[O:59])[CH3:56]. Product: [Cl:35][C:28]1[C:29]([O:33][CH3:34])=[CH:30][CH:31]=[C:32]2[C:27]=1[N:26]=[C:25]([C:36]1[S:37][CH:38]=[C:39]([CH:41]3[CH2:43][CH2:42]3)[N:40]=1)[CH:24]=[C:23]2[O:22][C@H:20]1[CH2:19][N:16]2[C:17](=[O:18])[C@@H:3]([NH:2][C:58]([N:57]([CH2:61][CH3:62])[CH2:55][CH3:56])=[O:59])[CH2:4][CH2:5][CH2:6][CH2:7][CH2:8][CH:9]=[CH:10][C@@H:11]3[CH2:45][C@@:12]3([C:46]([NH:48][S:49]([CH:52]3[CH2:53][CH2:54]3)(=[O:50])=[O:51])=[O:47])[NH:13][C:14](=[O:44])[C@@H:15]2[CH2:21]1. The catalyst class is: 1.